Dataset: Full USPTO retrosynthesis dataset with 1.9M reactions from patents (1976-2016). Task: Predict the reactants needed to synthesize the given product. (1) The reactants are: [F:1][C:2]([F:33])([F:32])[C:3]1[CH:4]=[C:5]([CH:25]=[C:26]([C:28]([F:31])([F:30])[F:29])[CH:27]=1)[C:6]([N:8]1[CH2:24][CH2:23][C:11]2([N:15]([C:16]3[CH:21]=[CH:20][CH:19]=[CH:18][CH:17]=3)[CH2:14][NH:13][C:12]2=[O:22])[CH2:10][CH2:9]1)=[O:7]. Given the product [F:33][C:2]([F:1])([F:32])[C:3]1[CH:4]=[C:5]([CH:25]=[C:26]([C:28]([F:31])([F:30])[F:29])[CH:27]=1)[C:6]([N:8]1[CH2:9][CH2:10][C:11]2([N:15]([C:16]3[CH:17]=[CH:18][CH:19]=[CH:20][CH:21]=3)[CH2:14][N:13]([CH2:5][C:6]([NH2:8])=[O:7])[C:12]2=[O:22])[CH2:23][CH2:24]1)=[O:7], predict the reactants needed to synthesize it. (2) Given the product [ClH:25].[ClH:25].[F:1][C@@H:2]1[C:6]2[N:7]=[CH:8][N:9]=[C:10]([N:11]3[CH2:12][CH2:13][NH:14][CH2:15][CH2:16]3)[C:5]=2[C@H:4]([CH3:24])[CH2:3]1, predict the reactants needed to synthesize it. The reactants are: [F:1][C@@H:2]1[C:6]2[N:7]=[CH:8][N:9]=[C:10]([N:11]3[CH2:16][CH2:15][N:14](C(OC(C)(C)C)=O)[CH2:13][CH2:12]3)[C:5]=2[C@H:4]([CH3:24])[CH2:3]1.[ClH:25]. (3) Given the product [Cl:9][C:4]1[N:3]=[C:2]([CH:12]=[CH2:13])[CH:7]=[C:6]([CH3:8])[CH:5]=1, predict the reactants needed to synthesize it. The reactants are: Cl[C:2]1[CH:7]=[C:6]([CH3:8])[CH:5]=[C:4]([Cl:9])[N:3]=1.CO[CH2:12][CH2:13]OC. (4) Given the product [C@@H:2]1([NH:8][C:14](=[O:15])[C:13]([F:24])([F:23])[F:12])[CH2:7][CH2:6][CH:5]=[CH:4][CH2:3]1, predict the reactants needed to synthesize it. The reactants are: Cl.[C@@H:2]1([NH2:8])[CH2:7][CH2:6][CH:5]=[CH:4][CH2:3]1.C(Cl)Cl.[F:12][C:13]([F:24])([F:23])[C:14](O[C:14](=[O:15])[C:13]([F:24])([F:23])[F:12])=[O:15]. (5) Given the product [CH:11]([C:14]1[CH:21]=[CH:20][C:17]([CH2:18][N:10]([CH2:18][C:17]2[CH:20]=[CH:21][C:14]([CH:11]([CH3:13])[CH3:12])=[CH:15][CH:16]=2)[C:8]2[CH:7]=[CH:6][C:5]3[NH:1][CH:2]=[N:3][C:4]=3[CH:9]=2)=[CH:16][CH:15]=1)([CH3:13])[CH3:12], predict the reactants needed to synthesize it. The reactants are: [N:1]1[C:5]2[CH:6]=[CH:7][C:8]([NH2:10])=[CH:9][C:4]=2[NH:3][CH:2]=1.[CH:11]([C:14]1[CH:21]=[CH:20][C:17]([CH2:18]Br)=[CH:16][CH:15]=1)([CH3:13])[CH3:12].C([O-])([O-])=O.[K+].[K+]. (6) Given the product [C:23]([C:25]1[CH:33]=[CH:32][C:28]([C:29]([NH:2][CH:3]2[CH2:8][CH2:7][N:6]([CH2:9][C@H:10]([OH:11])[C:12]3[C:13]([CH3:22])=[C:14]4[C:18](=[CH:19][CH:20]=3)[C:17](=[O:21])[O:16][CH2:15]4)[CH2:5][CH2:4]2)=[O:30])=[C:27]([O:34][CH2:35][CH3:36])[CH:26]=1)#[N:24], predict the reactants needed to synthesize it. The reactants are: Cl.[NH2:2][CH:3]1[CH2:8][CH2:7][N:6]([CH2:9][C@@H:10]([C:12]2[C:13]([CH3:22])=[C:14]3[C:18](=[CH:19][CH:20]=2)[C:17](=[O:21])[O:16][CH2:15]3)[OH:11])[CH2:5][CH2:4]1.[C:23]([C:25]1[CH:33]=[CH:32][C:28]([C:29](O)=[O:30])=[C:27]([O:34][CH2:35][CH3:36])[CH:26]=1)#[N:24]. (7) Given the product [CH2:1]([N:3]1[CH2:7][CH2:6][C@@H:5]([C:8]([OH:10])=[O:9])[CH2:4]1)[CH3:2], predict the reactants needed to synthesize it. The reactants are: [CH2:1]([N:3]1[CH2:7][CH2:6][C@H:5]([C:8]([OH:10])=[O:9])[CH2:4]1)[CH3:2].C(N1CC[C@@H](C(OCC2C=CC=CC=2)=O)C1)C. (8) Given the product [Cl:8][C:5]1[CH:6]=[CH:7][C:2]([NH:1][S:22]([C:25]([F:28])([F:27])[F:26])(=[O:23])=[O:21])=[C:3]([C:9](=[O:13])[CH:10]([CH3:11])[CH3:12])[CH:4]=1, predict the reactants needed to synthesize it. The reactants are: [NH2:1][C:2]1[CH:7]=[CH:6][C:5]([Cl:8])=[CH:4][C:3]=1[C:9](=[O:13])[CH:10]([CH3:12])[CH3:11].CCN(CC)CC.[O:21](S(C(F)(F)F)(=O)=O)[S:22]([C:25]([F:28])([F:27])[F:26])(=O)=[O:23]. (9) Given the product [Cl:16][C:17]1[CH:22]=[CH:21][C:20]([NH:23][C:24](=[O:31])[CH2:25][S:26][CH2:27][C:28]([N:3]([CH2:1][CH3:2])[C:4]2[CH:9]=[C:8]([C:10]3[CH:14]=[CH:13][O:12][CH:11]=3)[CH:7]=[CH:6][C:5]=2[CH3:15])=[O:30])=[C:19]([CH:18]=1)[C:32]([OH:34])=[O:33], predict the reactants needed to synthesize it. The reactants are: [CH2:1]([NH:3][C:4]1[CH:9]=[C:8]([C:10]2[CH:14]=[CH:13][O:12][CH:11]=2)[CH:7]=[CH:6][C:5]=1[CH3:15])[CH3:2].[Cl:16][C:17]1[CH:22]=[CH:21][C:20]([NH:23][C:24](=[O:31])[CH2:25][S:26][CH2:27][C:28]([OH:30])=O)=[C:19]([C:32]([O:34]C)=[O:33])[CH:18]=1.